Dataset: Reaction yield outcomes from USPTO patents with 853,638 reactions. Task: Predict the reaction yield, written as a fraction of the theoretical maximum amount of product (1.0 means a 100% yield; for example, 0.34 means a 34% yield). (1) The reactants are C([N:3](CC)CC)C.[Al+3].[Cl-].[Cl-].[Cl-].[N+]([C:15]1[CH:24]=[C:23]2[C:18]([CH2:19][O:20][C:21]2=[O:22])=[CH:17][CH:16]=1)([O-])=O.CCOC(C)=O. The catalyst is ClCCCl. The product is [OH:20][CH2:19][C:18]1[CH:17]=[CH:16][CH:15]=[CH:24][C:23]=1[C:21]([NH2:3])=[O:22]. The yield is 0.0800. (2) The reactants are FC(F)(F)C1C=C(NC(=O)NC2C=CC(C3SC(CCC(O)=O)=NC=3)=CC=2)C=CC=1.[Cl:31][C:32]1[CH:37]=[CH:36][CH:35]=[CH:34][C:33]=1[NH:38][C:39](=[O:62])[NH:40][C:41]1[CH:46]=[CH:45][C:44]([C:47]2[S:51][C:50]([CH:52]3[CH2:57][CH2:56][CH:55]([C:58]([O:60]C)=[O:59])[CH2:54][CH2:53]3)=[N:49][CH:48]=2)=[CH:43][CH:42]=1. No catalyst specified. The product is [Cl:31][C:32]1[CH:37]=[CH:36][CH:35]=[CH:34][C:33]=1[NH:38][C:39](=[O:62])[NH:40][C:41]1[CH:42]=[CH:43][C:44]([C:47]2[S:51][C:50]([CH:52]3[CH2:53][CH2:54][CH:55]([C:58]([OH:60])=[O:59])[CH2:56][CH2:57]3)=[N:49][CH:48]=2)=[CH:45][CH:46]=1. The yield is 0.750. (3) The catalyst is CS(C)=O. The yield is 0.340. The product is [CH3:12][N:11]([CH3:13])[CH2:10][CH2:9][N:8]([CH3:14])[C:5]1[CH:6]=[CH:7][C:2]([B:15]2[O:19][C:18]([CH3:21])([CH3:20])[C:17]([CH3:23])([CH3:22])[O:16]2)=[CH:3][CH:4]=1. The reactants are I[C:2]1[CH:7]=[CH:6][C:5]([N:8]([CH3:14])[CH2:9][CH2:10][N:11]([CH3:13])[CH3:12])=[CH:4][CH:3]=1.[B:15]1([B:15]2[O:19][C:18]([CH3:21])([CH3:20])[C:17]([CH3:23])([CH3:22])[O:16]2)[O:19][C:18]([CH3:21])([CH3:20])[C:17]([CH3:23])([CH3:22])[O:16]1.CC([O-])=O.[K+]. (4) The catalyst is O.O1CCOCC1. The product is [CH3:1][O:2][C:3](=[O:15])[CH2:4][CH:5]([C:6]1[CH:14]=[C:13]2[C:9]([CH:10]=[CH:11][NH:12]2)=[CH:8][CH:7]=1)[C:21]1[CH:20]=[CH:19][CH:18]=[C:17]([Cl:16])[CH:22]=1. The reactants are [CH3:1][O:2][C:3](=[O:15])[CH:4]=[CH:5][C:6]1[CH:14]=[C:13]2[C:9]([CH:10]=[CH:11][NH:12]2)=[CH:8][CH:7]=1.[Cl:16][C:17]1[CH:18]=[C:19](B(O)O)[CH:20]=[CH:21][CH:22]=1. The yield is 0.620. (5) The reactants are [OH:1][C:2]1[CH:3]=[C:4]([CH2:9][C:10]#[N:11])[CH:5]=[CH:6][C:7]=1[OH:8].CO[C:14](OC)([CH3:16])[CH3:15].CC1C=CC(S(O)(=O)=O)=CC=1. The catalyst is C1(C)C=CC=CC=1. The product is [CH3:15][C:14]1([CH3:16])[O:8][C:7]2[CH:6]=[CH:5][C:4]([CH2:9][C:10]#[N:11])=[CH:3][C:2]=2[O:1]1. The yield is 0.200. (6) The reactants are [C:1]([O:4][CH2:5][C:6]1[CH:11]=[CH:10][C:9]([C:12]2[CH2:13][N:14](C)[CH2:15][CH2:16][CH:17]=2)=[CH:8][CH:7]=1)(=[O:3])[CH3:2].ClC(OC(Cl)C)=O.C(N(CC)CC)C.[C:41](O[C:41]([O:43][C:44]([CH3:47])([CH3:46])[CH3:45])=[O:42])([O:43][C:44]([CH3:47])([CH3:46])[CH3:45])=[O:42]. The catalyst is ClC(Cl)C. The product is [C:1]([O:4][CH2:5][C:6]1[CH:11]=[CH:10][C:9]([C:12]2[CH2:13][N:14]([C:41]([O:43][C:44]([CH3:45])([CH3:46])[CH3:47])=[O:42])[CH2:15][CH2:16][CH:17]=2)=[CH:8][CH:7]=1)(=[O:3])[CH3:2]. The yield is 0.780. (7) The reactants are [C:1]([Si:5]([CH3:18])([CH3:17])[O:6][C:7]1[CH:12]=[CH:11][C:10]([N+:13]([O-])=O)=[CH:9][C:8]=1[CH3:16])([CH3:4])([CH3:3])[CH3:2].[H][H]. The catalyst is C(OCC)(=O)C.[Pd]. The product is [Si:5]([O:6][C:7]1[CH:12]=[CH:11][C:10]([NH2:13])=[CH:9][C:8]=1[CH3:16])([C:1]([CH3:4])([CH3:3])[CH3:2])([CH3:17])[CH3:18]. The yield is 0.930. (8) The reactants are [CH2:1]([N:5]1[CH:10]=[CH:9][CH:8]=[C:7]([OH:11])[C:6]1=[S:12])[CH2:2][CH2:3][CH3:4]. The catalyst is C(O)C. The product is [CH2:1]([N:5]1[CH:10]=[CH:9][C:8]([CH2:1][N:5]([CH3:10])[CH3:6])=[C:7]([OH:11])[C:6]1=[S:12])[CH2:2][CH2:3][CH3:4]. The yield is 0.950. (9) The reactants are F[C:2]1[CH:3]=[CH:4][C:5]2[N+:10]([O-:11])=[N:9][C:8]([NH2:12])=[N:7][C:6]=2[CH:13]=1.[CH3:14][NH:15][CH3:16]. The catalyst is CC#N. The product is [CH3:14][N:15]([CH3:16])[C:2]1[CH:3]=[CH:4][C:5]2[N+:10]([O-:11])=[N:9][C:8]([NH2:12])=[N:7][C:6]=2[CH:13]=1. The yield is 0.820. (10) The reactants are [CH:1]1([C:7]([C:9]2[O:10][C:11]3[CH:18]=[CH:17][C:16]([F:19])=[CH:15][C:12]=3[C:13]=2[OH:14])=[O:8])[CH2:6][CH2:5][CH2:4][CH2:3][CH2:2]1.[H-].[Na+].S(OC)(O[CH3:26])(=O)=O. The catalyst is O1CCCC1.CN(C)C=O. The product is [CH:1]1([C:7]([C:9]2[O:10][C:11]3[CH:18]=[CH:17][C:16]([F:19])=[CH:15][C:12]=3[C:13]=2[O:14][CH3:26])=[O:8])[CH2:2][CH2:3][CH2:4][CH2:5][CH2:6]1. The yield is 0.630.